From a dataset of Catalyst prediction with 721,799 reactions and 888 catalyst types from USPTO. Predict which catalyst facilitates the given reaction. (1) Reactant: COP(=O)OC.[C:7](=O)([O-])[O-].[K+].[K+].[F:13][C:14]1[CH:19]=[CH:18][C:17]([N:20]2[CH:24]=[C:23]([CH:25]=O)[N:22]=[C:21]2[CH3:27])=[CH:16][CH:15]=1. Product: [C:25]([C:23]1[N:22]=[C:21]([CH3:27])[N:20]([C:17]2[CH:18]=[CH:19][C:14]([F:13])=[CH:15][CH:16]=2)[CH:24]=1)#[CH:7]. The catalyst class is: 5. (2) Reactant: [F:1][C:2]1[CH:3]=[CH:4][C:5]2[C:6]3[C:11]([CH:12]([CH3:26])[N:13]([C:16](=[O:25])[C:17]4[CH:22]=[CH:21][CH:20]=[C:19]([O:23]C)[CH:18]=4)[C:14]=2[CH:15]=1)=[CH:10][CH:9]=[CH:8][CH:7]=3.FC1C=C(F)C=CC=1C1C=CC=CC=1C(NC(=O)C1C=CC=C(OC)C=1)C. Product: [F:1][C:2]1[CH:3]=[CH:4][C:5]2[C:6]3[C:11]([CH:12]([CH3:26])[N:13]([C:16]([C:17]4[CH:18]=[C:19]([OH:23])[CH:20]=[CH:21][CH:22]=4)=[O:25])[C:14]=2[CH:15]=1)=[CH:10][CH:9]=[CH:8][CH:7]=3. The catalyst class is: 1. (3) Reactant: CC(OC(/N=N/C(OC(C)C)=O)=O)C.[OH:15][C:16]1[CH:17]=[C:18]([CH:24]2[CH2:28][NH:27][C:26](=[O:29])[CH2:25]2)[CH:19]=[CH:20][C:21]=1[O:22][CH3:23].[CH2:30](O)[CH:31]=[CH:32][C:33]1[CH:38]=[CH:37][CH:36]=[CH:35][CH:34]=1.C1(P(C2C=CC=CC=2)C2C=CC=CC=2)C=CC=CC=1. Product: [CH2:30]([O:15][C:16]1[CH:17]=[C:18]([CH:24]2[CH2:28][NH:27][C:26](=[O:29])[CH2:25]2)[CH:19]=[CH:20][C:21]=1[O:22][CH3:23])[CH:31]=[CH:32][C:33]1[CH:38]=[CH:37][CH:36]=[CH:35][CH:34]=1. The catalyst class is: 7.